From a dataset of Catalyst prediction with 721,799 reactions and 888 catalyst types from USPTO. Predict which catalyst facilitates the given reaction. (1) Reactant: CO[C:3](=[O:28])[CH:4]([N:8]1[C:14](=[O:15])[CH2:13][CH2:12][N:11]([C:16](=[O:27])/[CH:17]=[CH:18]/[C:19]2[CH:24]=[CH:23][C:22]([Cl:25])=[C:21]([Cl:26])[CH:20]=2)[CH2:10][CH2:9]1)[CH2:5][CH2:6][OH:7].ClC1C=C(/C=C/[C:39]([N:41]2CCC(=O)N(C3CCOC3=O)C[CH2:42]2)=O)C=CC=1Cl.CNC. Product: [Cl:26][C:21]1[CH:20]=[C:19](/[CH:18]=[CH:17]/[C:16]([N:11]2[CH2:12][CH2:13][C:14](=[O:15])[N:8]([CH:4]([CH2:5][CH2:6][OH:7])[C:3]([N:41]([CH3:42])[CH3:39])=[O:28])[CH2:9][CH2:10]2)=[O:27])[CH:24]=[CH:23][C:22]=1[Cl:25]. The catalyst class is: 1. (2) Reactant: COC1C=CC=CC=1O[CH2:6][CH:7]([C:9]1[CH:14]=[CH:13][C:12]([O:15][CH3:16])=[CH:11][CH:10]=1)[OH:8].[O-]S([O-])(=O)=O.[Mg+2]. Product: [CH3:16][O:15][C:12]1[CH:13]=[CH:14][C:9]([C:7](=[O:8])[CH3:6])=[CH:10][CH:11]=1. The catalyst class is: 28. (3) Reactant: [C:1]1([S:7]([N:10]2[C:14]3[CH:15]=[N:16][C:17]([C:26]#[N:27])=[C:18]([O:19][CH:20]4[CH2:25][CH2:24][NH:23][CH2:22][CH2:21]4)[C:13]=3[C:12]3[CH:28]=[C:29]([Br:32])[CH:30]=[N:31][C:11]2=3)(=[O:9])=[O:8])[CH:6]=[CH:5][CH:4]=[CH:3][CH:2]=1.[CH2:33](I)[CH3:34]. Product: [C:1]1([S:7]([N:10]2[C:14]3[CH:15]=[N:16][C:17]([C:26]#[N:27])=[C:18]([O:19][CH:20]4[CH2:25][CH2:24][N:23]([CH2:33][CH3:34])[CH2:22][CH2:21]4)[C:13]=3[C:12]3[CH:28]=[C:29]([Br:32])[CH:30]=[N:31][C:11]2=3)(=[O:8])=[O:9])[CH:2]=[CH:3][CH:4]=[CH:5][CH:6]=1. The catalyst class is: 10. (4) Reactant: [N:1]1([CH2:6][CH2:7][CH2:8][CH2:9][C:10]2[CH:15]=[CH:14][C:13]([OH:16])=[CH:12][CH:11]=2)[CH:5]=[CH:4][N:3]=[N:2]1.C(=O)([O-])[O-].[Cs+].[Cs+].Cl[CH2:24][C:25]1[N:26]=[C:27]([CH:30]=[CH:31][C:32]2[CH:37]=[CH:36][C:35]([Cl:38])=[C:34]([F:39])[CH:33]=2)[O:28][CH:29]=1.[I-].[K+]. Product: [Cl:38][C:35]1[CH:36]=[CH:37][C:32](/[CH:31]=[CH:30]/[C:27]2[O:28][CH:29]=[C:25]([CH2:24][O:16][C:13]3[CH:12]=[CH:11][C:10]([CH2:9][CH2:8][CH2:7][CH2:6][N:1]4[CH:5]=[CH:4][N:3]=[N:2]4)=[CH:15][CH:14]=3)[N:26]=2)=[CH:33][C:34]=1[F:39]. The catalyst class is: 131. (5) Reactant: [C:1]([C:5]1[CH:10]=[C:9]([CH3:11])[C:8]([S:12](Cl)(=[O:14])=[O:13])=[C:7]([CH3:16])[CH:6]=1)([CH3:4])([CH3:3])[CH3:2].[Cl:17][C:18]1[C:24]([C:25]([F:28])([F:27])[F:26])=[CH:23][C:22]([C:29]([F:32])([F:31])[F:30])=[CH:21][C:19]=1[NH2:20]. Product: [C:1]([C:5]1[CH:10]=[C:9]([CH3:11])[C:8]([S:12]([NH:20][C:19]2[CH:21]=[C:22]([C:29]([F:30])([F:31])[F:32])[CH:23]=[C:24]([C:25]([F:26])([F:27])[F:28])[C:18]=2[Cl:17])(=[O:14])=[O:13])=[C:7]([CH3:16])[CH:6]=1)([CH3:4])([CH3:3])[CH3:2]. The catalyst class is: 17. (6) Reactant: [C:1]([O:5][N:6]=[C:7]([CH2:9][O:10][CH2:11][CH2:12][CH2:13][CH2:14][CH2:15][OH:16])[CH3:8])([CH3:4])([CH3:3])[CH3:2].C(N(CC)CC)C.[CH3:24][S:25](Cl)(=[O:27])=[O:26].Cl. Product: [C:1]([O:5][N:6]=[C:7]([CH2:9][O:10][CH2:11][CH2:12][CH2:13][CH2:14][CH2:15][O:16][S:25]([CH3:24])(=[O:27])=[O:26])[CH3:8])([CH3:4])([CH3:3])[CH3:2]. The catalyst class is: 7. (7) Reactant: [CH3:1][O:2][CH2:3][C:4]1[NH:8][C:7]2[CH:9]=[C:10]([N+:17]([O-:19])=[O:18])[CH:11]=[C:12]([C:13]([O:15]C)=[O:14])[C:6]=2[N:5]=1.O.[OH-].[Li+].O.Cl. Product: [CH3:1][O:2][CH2:3][C:4]1[NH:8][C:7]2[CH:9]=[C:10]([N+:17]([O-:19])=[O:18])[CH:11]=[C:12]([C:13]([OH:15])=[O:14])[C:6]=2[N:5]=1. The catalyst class is: 5.